The task is: Regression. Given a peptide amino acid sequence and an MHC pseudo amino acid sequence, predict their binding affinity value. This is MHC class I binding data.. This data is from Peptide-MHC class I binding affinity with 185,985 pairs from IEDB/IMGT. (1) The peptide sequence is ALAPVFAFL. The MHC is HLA-A02:01 with pseudo-sequence HLA-A02:01. The binding affinity (normalized) is 0.925. (2) The peptide sequence is TAFTIPSI. The MHC is HLA-A26:01 with pseudo-sequence HLA-A26:01. The binding affinity (normalized) is 0. (3) The peptide sequence is YSLLFPAPF. The MHC is H-2-Db with pseudo-sequence H-2-Db. The binding affinity (normalized) is 0.129. (4) The peptide sequence is LISLTNEIYA. The MHC is HLA-A02:01 with pseudo-sequence HLA-A02:01. The binding affinity (normalized) is 0.343.